Binary Classification. Given a drug SMILES string, predict its activity (active/inactive) in a high-throughput screening assay against a specified biological target. From a dataset of HIV replication inhibition screening data with 41,000+ compounds from the AIDS Antiviral Screen. (1) The compound is Cn1c(N=[N+]=[N-])c([N+](=O)[O-])c(=O)n(C)c1=O. The result is 0 (inactive). (2) The molecule is O=C1C(=Cc2ccc(O)cc2)CCCC1=Cc1ccc(Cl)c(Cl)c1. The result is 0 (inactive).